From a dataset of Forward reaction prediction with 1.9M reactions from USPTO patents (1976-2016). Predict the product of the given reaction. (1) Given the reactants C(N[C@H](C(O)=O)CSCC1C=CC=CC=1)(OC(C)(C)C)=O.C(N[C@@H](C(O)=O)COCC1C=CC=CC=1)(OC(C)(C)C)=O.[CH2:43]([O:50][CH2:51][C@H:52]([NH:61][S:62]([C:65]1[C:74]2[C:69](=[CH:70][CH:71]=[CH:72][CH:73]=2)[C:68]([CH3:75])=[CH:67][CH:66]=1)(=[O:64])=[O:63])[C:53](=O)[NH:54][CH2:55][CH2:56][N:57]([CH3:59])[CH3:58])[C:44]1[CH:49]=[CH:48][CH:47]=[CH:46][CH:45]=1, predict the reaction product. The product is: [CH2:43]([O:50][CH2:51][C@@H:52]([NH:61][S:62]([C:65]1[C:74]2[C:69](=[CH:70][CH:71]=[CH:72][CH:73]=2)[C:68]([CH3:75])=[CH:67][CH:66]=1)(=[O:64])=[O:63])[CH2:53][NH:54][CH2:55][CH2:56][N:57]([CH3:59])[CH3:58])[C:44]1[CH:45]=[CH:46][CH:47]=[CH:48][CH:49]=1. (2) Given the reactants [NH2:1][C:2]1[S:3][C:4]([C:13]2[CH:18]=[CH:17][N:16]=[C:15]([NH:19][C:20]3[CH:25]=[CH:24][CH:23]=[C:22]([C:26](OC)=O)[CH:21]=3)[N:14]=2)=[C:5]([C:7]2[CH:12]=[CH:11][CH:10]=[CH:9][CH:8]=2)[N:6]=1.NC1SC(C2C=CN=C(S(C)=O)N=2)=C(C2C=CC=CC=2)N=1.C[O:52][C:53](=O)[C:54]1C=CC=C(N)C=1.C[Mg]Cl.[Cl-].[NH4+], predict the reaction product. The product is: [NH2:1][C:2]1[S:3][C:4]([C:13]2[CH:18]=[CH:17][N:16]=[C:15]([NH:19][C:20]3[CH:25]=[CH:24][CH:23]=[C:22]([CH2:26][CH:53]([OH:52])[CH3:54])[CH:21]=3)[N:14]=2)=[C:5]([C:7]2[CH:8]=[CH:9][CH:10]=[CH:11][CH:12]=2)[N:6]=1. (3) The product is: [Cl:18][C:15]1[CH:16]=[CH:17][C:12]([C:6]2[N:7]([CH3:11])[C:8]3[C:4]([C:5]=2[CH2:19][CH2:20][C:21]([N:23]2[CH2:24][CH2:25][C:26]([CH2:30][C:31]4[CH:32]=[CH:33][CH:34]=[CH:35][CH:36]=4)([OH:29])[CH2:27][CH2:28]2)=[O:22])=[CH:3][C:2]([C:42]2[CH:47]=[CH:46][CH:45]=[CH:44][N:43]=2)=[CH:10][CH:9]=3)=[CH:13][CH:14]=1. Given the reactants Br[C:2]1[CH:3]=[C:4]2[C:8](=[CH:9][CH:10]=1)[N:7]([CH3:11])[C:6]([C:12]1[CH:17]=[CH:16][C:15]([Cl:18])=[CH:14][CH:13]=1)=[C:5]2[CH2:19][CH2:20][C:21]([N:23]1[CH2:28][CH2:27][C:26]([CH2:30][C:31]2[CH:36]=[CH:35][CH:34]=[CH:33][CH:32]=2)([OH:29])[CH2:25][CH2:24]1)=[O:22].C([Sn](CCCC)(CCCC)[C:42]1[CH:47]=[CH:46][CH:45]=[CH:44][N:43]=1)CCC, predict the reaction product. (4) Given the reactants [F:1][C:2]1[CH:3]=[C:4]([N:9]2[CH:17]=[N:16][C:15]3[C:10]2=[N:11][C:12]([NH:18][C@@H:19]2[CH2:23][CH2:22][C@@H:21]([C:24]([NH2:26])=[O:25])[CH2:20]2)=[N:13][CH:14]=3)[CH:5]=[CH:6][C:7]=1I.[CH3:27][O:28][CH2:29][CH2:30][N:31]1[CH:35]=[C:34](B2OC(C)(C)C(C)(C)O2)[CH:33]=[N:32]1.O.C(=O)([O-])[O-].[K+].[K+], predict the reaction product. The product is: [F:1][C:2]1[CH:3]=[C:4]([N:9]2[CH:17]=[N:16][C:15]3[C:10]2=[N:11][C:12]([NH:18][C@@H:19]2[CH2:23][CH2:22][C@@H:21]([C:24]([NH2:26])=[O:25])[CH2:20]2)=[N:13][CH:14]=3)[CH:5]=[CH:6][C:7]=1[C:34]1[CH:33]=[N:32][N:31]([CH2:30][CH2:29][O:28][CH3:27])[CH:35]=1. (5) Given the reactants C(OC([N:8]1[CH2:11][CH:10]([O:12][C:13]2[CH:18]=[C:17]([Cl:19])[CH:16]=[CH:15][C:14]=2[O:20][CH:21]2[CH2:29][C:28]3[C:23](=[CH:24][CH:25]=[CH:26][CH:27]=3)[C:22]2=[N:30][OH:31])[CH2:9]1)=O)(C)(C)C.C(O)(C(F)(F)F)=O, predict the reaction product. The product is: [NH:8]1[CH2:11][CH:10]([O:12][C:13]2[CH:18]=[C:17]([Cl:19])[CH:16]=[CH:15][C:14]=2[O:20][CH:21]2[CH2:29][C:28]3[C:23](=[CH:24][CH:25]=[CH:26][CH:27]=3)[C:22]2=[N:30][OH:31])[CH2:9]1.